Task: Predict the reactants needed to synthesize the given product.. Dataset: Full USPTO retrosynthesis dataset with 1.9M reactions from patents (1976-2016) (1) Given the product [CH3:15][O:16][C:17](=[O:30])[CH2:18][N:19]1[C:27]2[C:22](=[CH:23][C:24]([F:28])=[CH:25][CH:26]=2)[C:21]([CH2:45][C:41]2[S:42][CH:43]=[CH:44][C:40]=2[S:37]([C:33]2[CH:32]=[N:31][CH:36]=[CH:35][CH:34]=2)(=[O:39])=[O:38])=[C:20]1[CH3:29], predict the reactants needed to synthesize it. The reactants are: C([SiH](CC)CC)C.FC(F)(F)C(O)=O.[CH3:15][O:16][C:17](=[O:30])[CH2:18][N:19]1[C:27]2[C:22](=[CH:23][C:24]([F:28])=[CH:25][CH:26]=2)[CH:21]=[C:20]1[CH3:29].[N:31]1[CH:36]=[CH:35][CH:34]=[C:33]([S:37]([C:40]2[CH:44]=[CH:43][S:42][C:41]=2[CH:45]=O)(=[O:39])=[O:38])[CH:32]=1. (2) Given the product [NH:29]1[C:30]2[CH:36]=[CH:35][CH:34]=[CH:33][C:31]=2[N:32]=[C:28]1[CH2:27][N:16]([CH2:15][C:14]1[CH:37]=[CH:38][C:11]([CH2:10][NH:9][CH2:7][C:3]2[N:2]([CH3:1])[CH:6]=[CH:5][N:4]=2)=[CH:12][CH:13]=1)[CH:17]1[C:26]2[N:25]=[CH:24][CH:23]=[CH:22][C:21]=2[CH2:20][CH2:19][CH2:18]1, predict the reactants needed to synthesize it. The reactants are: [CH3:1][N:2]1[CH:6]=[CH:5][N:4]=[C:3]1[CH:7]=O.[NH2:9][CH2:10][C:11]1[CH:38]=[CH:37][C:14]([CH2:15][N:16]([CH2:27][C:28]2[NH:32][C:31]3[CH:33]=[CH:34][CH:35]=[CH:36][C:30]=3[N:29]=2)[CH:17]2[C:26]3[N:25]=[CH:24][CH:23]=[CH:22][C:21]=3[CH2:20][CH2:19][CH2:18]2)=[CH:13][CH:12]=1.[BH4-].[Na+]. (3) The reactants are: Cl[C:2]1[N:10]=[C:9]2[C:5]([N:6]=[C:7]([CH2:12][N:13]3[CH2:18][CH2:17][CH:16]([C:19]([OH:22])([CH3:21])[CH3:20])[CH2:15][CH2:14]3)[N:8]2[CH3:11])=[C:4]([N:23]2[CH2:28][CH2:27][O:26][CH2:25][CH2:24]2)[N:3]=1.[O:29]1[C:33]2[CH:34]=[CH:35][CH:36]=[CH:37][C:32]=2[C:31](B2OC(C)(C)C(C)(C)O2)=[CH:30]1. Given the product [O:29]1[C:33]2[CH:34]=[CH:35][CH:36]=[CH:37][C:32]=2[C:31]([C:2]2[N:10]=[C:9]3[C:5]([N:6]=[C:7]([CH2:12][N:13]4[CH2:18][CH2:17][CH:16]([C:19]([OH:22])([CH3:21])[CH3:20])[CH2:15][CH2:14]4)[N:8]3[CH3:11])=[C:4]([N:23]3[CH2:28][CH2:27][O:26][CH2:25][CH2:24]3)[N:3]=2)=[CH:30]1, predict the reactants needed to synthesize it. (4) Given the product [CH3:15][O:14][C:10]1[CH:9]=[C:8]([C:6]2[N:5]=[C:4]3[N:16]([CH3:19])[N:17]=[CH:18][C:3]3=[C:2]([O:30][C:27]3[CH:26]=[CH:25][C:24]([S:21]([CH3:20])(=[O:23])=[O:22])=[CH:29][CH:28]=3)[CH:7]=2)[CH:13]=[CH:12][N:11]=1, predict the reactants needed to synthesize it. The reactants are: Cl[C:2]1[CH:7]=[C:6]([C:8]2[CH:13]=[CH:12][N:11]=[C:10]([O:14][CH3:15])[CH:9]=2)[N:5]=[C:4]2[N:16]([CH3:19])[N:17]=[CH:18][C:3]=12.[CH3:20][S:21]([C:24]1[CH:29]=[CH:28][C:27]([OH:30])=[CH:26][CH:25]=1)(=[O:23])=[O:22].C(=O)([O-])[O-].[K+].[K+]. (5) The reactants are: COC(C1ON=C(OC[C:12]2[C:13]([CH2:18]CCC)=[N:14]OC=2C)C=1)=O.CO[C:24]([C:26]1[O:30][N:29]=[C:28]([O:31][CH2:32][C:33]2[C:34]([C:39]3[CH:44]=[CH:43][CH:42]=CN=3)=[N:35][O:36][C:37]=2[CH3:38])[CH:27]=1)=[O:25].[CH2:45]([CH2:47][NH2:48])[OH:46]. Given the product [CH:13]([NH2:14])([CH3:18])[CH3:12].[OH:46][CH2:45][CH2:47][NH:48][C:24]([C:26]1[O:30][N:29]=[C:28]([O:31][CH2:32][C:33]2[C:34]([CH2:39][CH2:44][CH2:43][CH3:42])=[N:35][O:36][C:37]=2[CH3:38])[CH:27]=1)=[O:25], predict the reactants needed to synthesize it. (6) Given the product [CH3:30][C:20]1[CH:19]=[C:16]([C:17]2[NH:6][C:4](=[O:5])[C:3]3[C:2](=[CH:10][C:9]([F:11])=[CH:8][C:7]=3[F:12])[N:1]=2)[CH:15]=[C:14]([CH3:13])[C:21]=1[O:22][CH2:23][CH2:24][N:25]1[CH2:29][CH2:28][CH2:27][CH2:26]1, predict the reactants needed to synthesize it. The reactants are: [NH2:1][C:2]1[CH:10]=[C:9]([F:11])[CH:8]=[C:7]([F:12])[C:3]=1[C:4]([NH2:6])=[O:5].[CH3:13][C:14]1[CH:15]=[C:16]([CH:19]=[C:20]([CH3:30])[C:21]=1[O:22][CH2:23][CH2:24][N:25]1[CH2:29][CH2:28][CH2:27][CH2:26]1)[CH:17]=O.S([O-])(O)=O.[Na+].O.C1(C)C=CC(S(O)(=O)=O)=CC=1.